From a dataset of Forward reaction prediction with 1.9M reactions from USPTO patents (1976-2016). Predict the product of the given reaction. (1) The product is: [NH2:38][C@@H:10]1[C@@H:11]([C:13]2[CH:18]=[CH:17][C:16]([Cl:19])=[C:15]([Cl:20])[CH:14]=2)[CH2:12][N:8]([C:6]([O:5][C:1]([CH3:4])([CH3:3])[CH3:2])=[O:7])[CH2:9]1. Given the reactants [C:1]([O:5][C:6]([N:8]1[CH2:12][C@H:11]([C:13]2[CH:18]=[CH:17][C:16]([Cl:19])=[C:15]([Cl:20])[CH:14]=2)[C@@H:10](C(O)=O)[CH2:9]1)=[O:7])([CH3:4])([CH3:3])[CH3:2].C1C=CC(P([N:38]=[N+]=[N-])(C2C=CC=CC=2)=O)=CC=1.C(N(CC)CC)C.[OH-].[Na+], predict the reaction product. (2) The product is: [C:23]1([C:2]2[CH:20]=[CH:19][C:5]3[O:6][CH2:7][C:8]4[CH:18]=[CH:17][CH:16]=[CH:15][C:9]=4[N:10]([C:12](=[O:14])[CH3:13])[CH2:11][C:4]=3[CH:3]=2)[CH:28]=[CH:27][CH:26]=[CH:25][CH:24]=1. Given the reactants Cl[C:2]1[CH:20]=[CH:19][C:5]2[O:6][CH2:7][C:8]3[CH:18]=[CH:17][CH:16]=[CH:15][C:9]=3[N:10]([C:12](=[O:14])[CH3:13])[CH2:11][C:4]=2[CH:3]=1.[F-].[K+].[C:23]1(OB=O)[CH:28]=[CH:27][CH:26]=[CH:25][CH:24]=1.C(P(C(C)(C)C)C(C)(C)C)(C)(C)C, predict the reaction product. (3) Given the reactants [Cl:1][C:2]1[CH:7]=[CH:6][C:5]([C@H:8]2[CH2:17][CH2:16][N:15]3[C:10](=[N:11][N:12]4[C:21]([C:22]5([CH3:28])SCCCS5)=[N:20][CH:19]=[C:13]4[C:14]3=[O:18])[NH:9]2)=[CH:4][CH:3]=1.O.CC(OI1(OC(C)=O)(OC(C)=O)OC(=O)C2C=CC=CC1=2)=[O:32], predict the reaction product. The product is: [C:22]([C:21]1[N:12]2[C:13]([C:14](=[O:18])[N:15]3[CH2:16][CH2:17][C@H:8]([C:5]4[CH:6]=[CH:7][C:2]([Cl:1])=[CH:3][CH:4]=4)[NH:9][C:10]3=[N:11]2)=[CH:19][N:20]=1)(=[O:32])[CH3:28]. (4) Given the reactants [NH2:1][CH2:2][CH2:3][O:4][CH2:5][CH2:6][N:7]1[C:19]2[C:18]3[CH:17]=[CH:16][CH:15]=[CH:14][C:13]=3[N:12]=[C:11]([NH2:20])[C:10]=2[N:9]=[C:8]1[CH2:21][CH2:22][O:23][CH3:24].C(N(CC)CC)C.[C:32](Cl)(=[O:46])[CH2:33][CH2:34][CH2:35][CH2:36][CH2:37][CH2:38][CH2:39][CH2:40][CH2:41][CH2:42][CH2:43][CH2:44][CH3:45], predict the reaction product. The product is: [NH2:20][C:11]1[C:10]2[N:9]=[C:8]([CH2:21][CH2:22][O:23][CH3:24])[N:7]([CH2:6][CH2:5][O:4][CH2:3][CH2:2][NH:1][C:32](=[O:46])[CH2:33][CH2:34][CH2:35][CH2:36][CH2:37][CH2:38][CH2:39][CH2:40][CH2:41][CH2:42][CH2:43][CH2:44][CH3:45])[C:19]=2[C:18]2[CH:17]=[CH:16][CH:15]=[CH:14][C:13]=2[N:12]=1. (5) The product is: [OH-:31].[NH4+:1].[NH2:17][C:15]1[N:14]=[CH:13][N:12]=[C:11]2[N:10]([CH:18]3[CH2:23][CH2:22][N:21]([CH:24]4[CH2:29][CH2:28][N:27]([CH3:30])[CH2:26][CH2:25]4)[CH2:20][CH2:19]3)[N:9]=[C:8]([C:5]3[CH:6]=[CH:7][C:2]([NH:1][C:41](=[O:42])[CH2:40][C@@H:39]([C:33]4[CH:38]=[CH:37][CH:36]=[CH:35][CH:34]=4)[CH3:44])=[C:3]([O:31][CH3:32])[CH:4]=3)[C:16]=12. Given the reactants [NH2:1][C:2]1[CH:7]=[CH:6][C:5]([C:8]2[C:16]3[C:11](=[N:12][CH:13]=[N:14][C:15]=3[NH2:17])[N:10]([CH:18]3[CH2:23][CH2:22][N:21]([CH:24]4[CH2:29][CH2:28][N:27]([CH3:30])[CH2:26][CH2:25]4)[CH2:20][CH2:19]3)[N:9]=2)=[CH:4][C:3]=1[O:31][CH3:32].[C:33]1([C@@H:39]([CH3:44])[CH2:40][C:41](Cl)=[O:42])[CH:38]=[CH:37][CH:36]=[CH:35][CH:34]=1.[OH-].[Na+], predict the reaction product. (6) Given the reactants C[CH2:2][N:3](C(C)C)[CH:4](C)C.[CH3:10][N:11]1[CH2:16][CH2:15][N:14]([C:17]2[CH:22]=[CH:21][C:20]([C:23]3[CH:38]=[N:37][C:26]4[NH:27][C:28]5[CH:33]=[N:32][C:31]([C:34](O)=[O:35])=[CH:30][C:29]=5[C:25]=4[CH:24]=3)=[CH:19][CH:18]=2)[CH2:13][CH2:12]1.C1CN([P+](ON2N=NC3C=CC=CC2=3)(N2CCCC2)N2CCCC2)CC1.F[P-](F)(F)(F)(F)F.C1C=CC2N(O)N=NC=2C=1.Cl.CNC.S(=O)(=O)(O)O, predict the reaction product. The product is: [CH3:2][N:3]([CH3:4])[C:34]([C:31]1[N:32]=[CH:33][C:28]2[NH:27][C:26]3[N:37]=[CH:38][C:23]([C:20]4[CH:21]=[CH:22][C:17]([N:14]5[CH2:13][CH2:12][N:11]([CH3:10])[CH2:16][CH2:15]5)=[CH:18][CH:19]=4)=[CH:24][C:25]=3[C:29]=2[CH:30]=1)=[O:35]. (7) Given the reactants I[C:2]1[CH:3]=[C:4]2[C:9](=[CH:10][CH:11]=1)[N:8]=[C:7]([C:12]1[CH:13]=[N:14][CH:15]=[CH:16][CH:17]=1)[N:6]=[C:5]2[OH:18].C1C=CC(P(C2C=CC=CC=2)C2C=CC=CC=2)=CC=1.[C:38]([O:42][CH3:43])(=[O:41])[CH:39]=[CH2:40].CCN(C(C)C)C(C)C, predict the reaction product. The product is: [OH:18][C:5]1[C:4]2[C:9](=[CH:10][CH:11]=[C:2]([CH:40]=[CH:39][C:38]([O:42][CH3:43])=[O:41])[CH:3]=2)[N:8]=[C:7]([C:12]2[CH:13]=[N:14][CH:15]=[CH:16][CH:17]=2)[N:6]=1. (8) Given the reactants [C@@H:1]([C@H:9]([C:11]1[CH:16]=[CH:15][CH:14]=[CH:13][CH:12]=1)[NH2:10])([C:3]1[CH:8]=[CH:7][CH:6]=[CH:5][CH:4]=1)[NH2:2].C(N(CC)CC)C.[S:24](Cl)([C:27]1[C:39]2[CH:38]=[CH:37][CH:36]=[C:32]([N:33]([CH3:35])[CH3:34])[C:31]=2[CH:30]=[CH:29][CH:28]=1)(=[O:26])=[O:25], predict the reaction product. The product is: [NH2:10][C@@H:9]([C:11]1[CH:16]=[CH:15][CH:14]=[CH:13][CH:12]=1)[C@@H:1]([NH:2][S:24]([C:27]1[C:39]2[C:31](=[C:32]([N:33]([CH3:35])[CH3:34])[CH:36]=[CH:37][CH:38]=2)[CH:30]=[CH:29][CH:28]=1)(=[O:26])=[O:25])[C:3]1[CH:8]=[CH:7][CH:6]=[CH:5][CH:4]=1. (9) Given the reactants [Br:1][C:2]1[C:3](=[O:19])[NH:4][C:5]([CH3:18])=[CH:6][C:7]=1[O:8][CH2:9][C:10]1[CH:15]=[CH:14][C:13]([F:16])=[CH:12][C:11]=1[F:17].C([O-])([O-])=O.[Cs+].[Cs+].Cl[C:27]1[CH:37]=[CH:36][C:30]([C:31]([O:33][CH2:34][CH3:35])=[O:32])=[CH:29][N:28]=1.C(#N)C.O, predict the reaction product. The product is: [Br:1][C:2]1[C:3](=[O:19])[N:4]([C:27]2[CH:37]=[CH:36][C:30]([C:31]([O:33][CH2:34][CH3:35])=[O:32])=[CH:29][N:28]=2)[C:5]([CH3:18])=[CH:6][C:7]=1[O:8][CH2:9][C:10]1[CH:15]=[CH:14][C:13]([F:16])=[CH:12][C:11]=1[F:17]. (10) Given the reactants [CH:1]12[O:7][CH:6]1[CH2:5][CH2:4][N:3]([C:8]([O:10][C:11]([CH3:14])([CH3:13])[CH3:12])=[O:9])[CH2:2]2.[CH2:15]([NH2:22])[C:16]1[CH:21]=[CH:20][CH:19]=[CH:18][CH:17]=1, predict the reaction product. The product is: [C:11]([O:10][C:8]([N:3]1[CH2:4][CH2:5][CH:6]([NH:22][CH2:15][C:16]2[CH:21]=[CH:20][CH:19]=[CH:18][CH:17]=2)[CH:1]([OH:7])[CH2:2]1)=[O:9])([CH3:14])([CH3:13])[CH3:12].[C:11]([O:10][C:8]([N:3]1[CH2:4][CH2:5][CH:6]([OH:7])[CH:1]([NH:22][CH2:15][C:16]2[CH:21]=[CH:20][CH:19]=[CH:18][CH:17]=2)[CH2:2]1)=[O:9])([CH3:14])([CH3:13])[CH3:12].